This data is from Catalyst prediction with 721,799 reactions and 888 catalyst types from USPTO. The task is: Predict which catalyst facilitates the given reaction. Reactant: [CH3:1][O-:2].[Na+].Cl[C:5]1[N:10]=[CH:9][C:8]([N+:11]([O-:13])=[O:12])=[CH:7][N:6]=1. Product: [CH3:1][O:2][C:5]1[N:10]=[CH:9][C:8]([N+:11]([O-:13])=[O:12])=[CH:7][N:6]=1. The catalyst class is: 5.